From a dataset of Full USPTO retrosynthesis dataset with 1.9M reactions from patents (1976-2016). Predict the reactants needed to synthesize the given product. (1) Given the product [CH2:41]([CH:35]([O:34][C@H:31]1[CH2:30][CH2:29][C@H:28]([N:18]2[C:17](=[O:43])[C:16]([CH2:15][C:12]3[CH:13]=[CH:14][C:9]([C:4]4[C:3]([C:1]#[N:2])=[CH:8][CH:7]=[CH:6][CH:5]=4)=[CH:10][CH:11]=3)=[C:21]([CH2:22][CH2:23][CH3:24])[N:20]3[N:25]=[CH:26][N:27]=[C:19]23)[CH2:33][CH2:32]1)[C:31]([OH:34])([CH3:32])[CH3:30])[CH3:42], predict the reactants needed to synthesize it. The reactants are: [C:1]([C:3]1[CH:8]=[CH:7][CH:6]=[CH:5][C:4]=1[C:9]1[CH:14]=[CH:13][C:12]([CH2:15][C:16]2[C:17](=[O:43])[N:18]([C@H:28]3[CH2:33][CH2:32][C@H:31]([O:34][CH:35]([CH2:41][CH3:42])C(OCC)=O)[CH2:30][CH2:29]3)[C:19]3[N:20]([N:25]=[CH:26][N:27]=3)[C:21]=2[CH2:22][CH2:23][CH3:24])=[CH:11][CH:10]=1)#[N:2].C[Mg]Br.Cl. (2) Given the product [Cl:1][C:2]1[N:7]=[C:6]([C:8]2[S:12][CH:11]=[N:10][C:9]=2[C:13]2[CH:14]=[C:15]([NH2:19])[CH:16]=[CH:17][CH:18]=2)[CH:5]=[CH:4][N:3]=1, predict the reactants needed to synthesize it. The reactants are: [Cl:1][C:2]1[N:7]=[C:6]([C:8]2[S:12][CH:11]=[N:10][C:9]=2[C:13]2[CH:18]=[CH:17][CH:16]=[C:15]([N+:19]([O-])=O)[CH:14]=2)[CH:5]=[CH:4][N:3]=1. (3) Given the product [C:1]([O:5][C:6](=[O:28])[NH:7][C:8]1([C:12]2[CH:17]=[CH:16][C:15]([C:18]3[N:37]=[C:33]4[N:32]=[C:31]([OH:30])[CH:36]=[CH:35][N:34]4[C:19]=3[C:20]3[CH:21]=[CH:22][CH:23]=[CH:24][CH:25]=3)=[CH:14][CH:13]=2)[CH2:9][CH2:10][CH2:11]1)([CH3:4])([CH3:2])[CH3:3], predict the reactants needed to synthesize it. The reactants are: [C:1]([O:5][C:6](=[O:28])[NH:7][C:8]1([C:12]2[CH:17]=[CH:16][C:15]([C:18](=O)[CH:19](Br)[C:20]3[CH:25]=[CH:24][CH:23]=[CH:22][CH:21]=3)=[CH:14][CH:13]=2)[CH2:11][CH2:10][CH2:9]1)([CH3:4])([CH3:3])[CH3:2].C[O:30][C:31]1[CH:36]=[CH:35][N:34]=[C:33]([NH2:37])[N:32]=1. (4) Given the product [CH2:5]([O:4][C:2]([NH:7][C:8]1[CH:9]=[CH:10][C:11]([CH2:14][CH2:15][C:16]([OH:18])=[O:17])=[CH:12][CH:13]=1)=[O:3])[CH3:6], predict the reactants needed to synthesize it. The reactants are: Cl[C:2]([O:4][CH2:5][CH3:6])=[O:3].[NH2:7][C:8]1[CH:13]=[CH:12][C:11]([CH2:14][CH2:15][C:16]([OH:18])=[O:17])=[CH:10][CH:9]=1.[Cl-].[Na+].CCOC(C)=O.